Dataset: Experimentally validated miRNA-target interactions with 360,000+ pairs, plus equal number of negative samples. Task: Binary Classification. Given a miRNA mature sequence and a target amino acid sequence, predict their likelihood of interaction. The miRNA is hsa-miR-363-5p with sequence CGGGUGGAUCACGAUGCAAUUU. The protein sequence of the target gene is MEEYAREPCPWRIVDDCGGAFTMGTIGGGIFQAIKGFRNSPVGVNHRLRGSLTAIKTRAPQLGGSFAVWGGLFSMIDCSMVQVRGKEDPWNSITSGALTGAILAARNGPVAMVGSAAMGGILLALIEGAGILLTRFASAQFPNGPQFAEDPSQLPSTQLPSSPFGDYRQYQ. Result: 0 (no interaction).